Dataset: Reaction yield outcomes from USPTO patents with 853,638 reactions. Task: Predict the reaction yield, written as a fraction of the theoretical maximum amount of product (1.0 means a 100% yield; for example, 0.34 means a 34% yield). (1) The reactants are [N:1]([C:4]1[C:5]([Cl:23])=[C:6]2[CH:12]=[CH:11][N:10]([Si:13]([CH:20]([CH3:22])[CH3:21])([CH:17]([CH3:19])[CH3:18])[CH:14]([CH3:16])[CH3:15])[C:7]2=[N:8][CH:9]=1)=[N+]=[N-].[H][H]. The catalyst is C(OCC)(=O)C.[Pd]. The product is [Cl:23][C:5]1[C:4]([NH2:1])=[CH:9][N:8]=[C:7]2[N:10]([Si:13]([CH:17]([CH3:19])[CH3:18])([CH:20]([CH3:22])[CH3:21])[CH:14]([CH3:15])[CH3:16])[CH:11]=[CH:12][C:6]=12. The yield is 0.435. (2) The reactants are C(O[C:6]([N:8]1[CH2:13][CH2:12][N:11](C2C(=O)N(CC(C)C)N=C(C3C=CC(C)=C(F)C=3)C=2C)[CH2:10][CH2:9]1)=O)(C)(C)C.[Cl:34][C:35]1[CH:63]=[CH:62][C:38]([CH2:39][N:40]2[C:45](=[O:46])[C:44]([CH2:47]OS(C)(=O)=O)=[CH:43][C:42]([C:53]3[CH:58]=[CH:57][C:56]([O:59][CH3:60])=[C:55]([F:61])[CH:54]=3)=[N:41]2)=[CH:37][CH:36]=1.CN1CCNCC1. No catalyst specified. The product is [Cl:34][C:35]1[CH:36]=[CH:37][C:38]([CH2:39][N:40]2[C:45](=[O:46])[C:44]([CH2:47][N:11]3[CH2:12][CH2:13][N:8]([CH3:6])[CH2:9][CH2:10]3)=[CH:43][C:42]([C:53]3[CH:58]=[CH:57][C:56]([O:59][CH3:60])=[C:55]([F:61])[CH:54]=3)=[N:41]2)=[CH:62][CH:63]=1. The yield is 0.395. (3) The reactants are [C:1]([O:5][C:6]([N:8]1[CH2:12][CH:11]=[C:10]([C:13]2[N:18]=[C:17]([C:19]([OH:21])=O)[CH:16]=[CH:15][CH:14]=2)[CH2:9]1)=[O:7])([CH3:4])([CH3:3])[CH3:2].[F:22][C:23]1[CH:28]=[CH:27][CH:26]=[C:25]([CH3:29])[C:24]=1[CH:30]1[CH2:35][CH2:34][NH:33][CH2:32][CH2:31]1.F[P-](F)(F)(F)(F)F.N1(OC(N(C)C)=[N+](C)C)C2N=CC=CC=2N=N1.CCN(C(C)C)C(C)C. The catalyst is CN(C=O)C. The product is [C:1]([O:5][C:6]([N:8]1[CH2:12][CH:11]=[C:10]([C:13]2[CH:14]=[CH:15][CH:16]=[C:17]([C:19]([N:33]3[CH2:34][CH2:35][CH:30]([C:24]4[C:25]([CH3:29])=[CH:26][CH:27]=[CH:28][C:23]=4[F:22])[CH2:31][CH2:32]3)=[O:21])[N:18]=2)[CH2:9]1)=[O:7])([CH3:2])([CH3:3])[CH3:4]. The yield is 0.910. (4) The reactants are [N:1]1([C:7]2[CH:15]=[CH:14][CH:13]=[CH:12][C:8]=2[C:9]([OH:11])=[O:10])[CH2:6][CH2:5][NH:4][CH2:3][CH2:2]1.C(N(C(C)C)CC)(C)C.[CH3:25][C:26]([O:29][C:30](O[C:30]([O:29][C:26]([CH3:28])([CH3:27])[CH3:25])=[O:31])=[O:31])([CH3:28])[CH3:27].[NH4+].[Cl-]. The catalyst is C(Cl)Cl.CCOC(C)=O.CC#N. The product is [C:26]([O:29][C:30]([N:4]1[CH2:3][CH2:2][N:1]([C:7]2[CH:15]=[CH:14][CH:13]=[CH:12][C:8]=2[C:9]([OH:11])=[O:10])[CH2:6][CH2:5]1)=[O:31])([CH3:28])([CH3:27])[CH3:25]. The yield is 0.800. (5) The reactants are C([O:4][C@H:5]1[C@@H:30]([O:31]C(=O)C)[C@H:29]([O:35]C(=O)C)[C@@H:28]([CH2:39][O:40]C(=O)C)[O:27][C@@H:6]1[O:7][C:8]1[CH:13]=[CH:12][C:11]([N:14]2[C:22]3[C:17](=[CH:18][C:19]([N+:23]([O-:25])=[O:24])=[CH:20][CH:21]=3)[CH2:16][CH2:15]2)=[CH:10][C:9]=1[Cl:26])(=O)C.C[O-].[Na+]. The catalyst is CO. The product is [O:7]([C:8]1[CH:13]=[CH:12][C:11]([N:14]2[C:22]3[C:17](=[CH:18][C:19]([N+:23]([O-:25])=[O:24])=[CH:20][CH:21]=3)[CH2:16][CH2:15]2)=[CH:10][C:9]=1[Cl:26])[C@H:6]1[O:27][C@H:28]([CH2:39][OH:40])[C@@H:29]([OH:35])[C@H:30]([OH:31])[C@@H:5]1[OH:4]. The yield is 0.630. (6) The reactants are S(Cl)(Cl)=O.C1(C2C=CC(C(O)=O)=CC=2)C=CC=CC=1.C1(C2C=CC(C(Cl)=O)=CC=2)C=CC=CC=1.[CH3:35][O:36][C:37]1[CH:38]=[C:39]2[C:44](=[CH:45][C:46]=1[O:47][CH3:48])[N:43]=[CH:42][CH:41]=[C:40]2[O:49][C:50]1[CH:56]=[CH:55][C:53]([NH2:54])=[CH:52][C:51]=1[F:57].[C:58]1([C:64]2[CH:69]=[CH:68][C:67]([C:70]([N:72]=[C:73]=[S:74])=[O:71])=[CH:66][CH:65]=2)[CH:63]=[CH:62][CH:61]=[CH:60][CH:59]=1. The catalyst is C1(C)C=CC=CC=1.C(O)C. The product is [CH3:35][O:36][C:37]1[CH:38]=[C:39]2[C:44](=[CH:45][C:46]=1[O:47][CH3:48])[N:43]=[CH:42][CH:41]=[C:40]2[O:49][C:50]1[CH:56]=[CH:55][C:53]([NH:54][C:73]([NH:72][C:70](=[O:71])[C:67]2[CH:68]=[CH:69][C:64]([C:58]3[CH:59]=[CH:60][CH:61]=[CH:62][CH:63]=3)=[CH:65][CH:66]=2)=[S:74])=[CH:52][C:51]=1[F:57]. The yield is 0.920. (7) The reactants are [Cl:1][C:2]1[CH:3]=[CH:4][C:5]([C@@:8]([NH:30][C:31](=[O:42])[NH:32][C@@H:33]2[CH2:38][CH2:37][CH2:36][CH2:35][C@@H:34]2[C:39]([OH:41])=O)([C:16]2[CH:21]=[C:20]([O:22][C:23]([F:28])([F:27])[CH:24]([F:26])[F:25])[CH:19]=[C:18]([F:29])[CH:17]=2)[CH2:9][C:10]2[CH:15]=[CH:14][CH:13]=[CH:12][CH:11]=2)=[N:6][CH:7]=1.[NH2:43][CH2:44][CH2:45][CH2:46][C:47]([O:49][CH3:50])=[O:48].CCN=C=NCCCN(C)C. The catalyst is C(Cl)Cl.CN(C1C=CN=CC=1)C. The product is [Cl:1][C:2]1[CH:3]=[CH:4][C:5]([C@@:8]([NH:30][C:31](=[O:42])[NH:32][C@@H:33]2[CH2:38][CH2:37][CH2:36][CH2:35][C@@H:34]2[C:39]([NH:43][CH2:44][CH2:45][CH2:46][C:47]([O:49][CH3:50])=[O:48])=[O:41])([C:16]2[CH:21]=[C:20]([O:22][C:23]([F:28])([F:27])[CH:24]([F:26])[F:25])[CH:19]=[C:18]([F:29])[CH:17]=2)[CH2:9][C:10]2[CH:11]=[CH:12][CH:13]=[CH:14][CH:15]=2)=[N:6][CH:7]=1. The yield is 0.530. (8) The reactants are [CH3:1][C:2]1([CH3:21])[CH2:7][C:6](=[N:8][NH:9]S(C2C=CC(C)=CC=2)(=O)=O)[CH2:5][C:4](=[O:20])[CH2:3]1.[F:22][C:23]([F:34])([F:33])[C:24](O[C:24](=O)[C:23]([F:34])([F:33])[F:22])=O.CO.O. The catalyst is O1CCCC1.C(N(CC)CC)C.[Cl-].[NH4+]. The product is [CH3:21][C:2]1([CH3:1])[CH2:7][C:6]2[NH:8][N:9]=[C:24]([C:23]([F:34])([F:33])[F:22])[C:5]=2[C:4](=[O:20])[CH2:3]1. The yield is 0.410.